Regression. Given a target protein amino acid sequence and a drug SMILES string, predict the binding affinity score between them. We predict pIC50 (pIC50 = -log10(IC50 in M); higher means more potent). Dataset: bindingdb_ic50. From a dataset of Drug-target binding data from BindingDB using IC50 measurements. The pIC50 is 5.8. The target protein (Q16678) has sequence MGTSLSPNDPWPLNPLSIQQTTLLLLLSVLATVHVGQRLLRQRRRQLRSAPPGPFAWPLIGNAAAVGQAAHLSFARLARRYGDVFQIRLGSCPIVVLNGERAIHQALVQQGSAFADRPAFASFRVVSGGRSMAFGHYSEHWKVQRRAAHSMMRNFFTRQPRSRQVLEGHVLSEARELVALLVRGSADGAFLDPRPLTVVAVANVMSAVCFGCRYSHDDPEFRELLSHNEEFGRTVGAGSLVDVMPWLQYFPNPVRTVFREFEQLNRNFSNFILDKFLRHCESLRPGAAPRDMMDAFILSAEKKAAGDSHGGGARLDLENVPATITDIFGASQDTLSTALQWLLLLFTRYPDVQTRVQAELDQVVGRDRLPCMGDQPNLPYVLAFLYEAMRFSSFVPVTIPHATTANTSVLGYHIPKDTVVFVNQWSVNHDPLKWPNPENFDPARFLDKDGLINKDLTSRVMIFSVGKRRCIGEELSKMQLFLFISILAHQCDFRANPNEP.... The small molecule is CC(C)(O)CCCC1(C)CC(=O)c2cc(O)c(Br)cc2O1.